Dataset: Full USPTO retrosynthesis dataset with 1.9M reactions from patents (1976-2016). Task: Predict the reactants needed to synthesize the given product. Given the product [CH2:36]([O:37][C:38](=[O:39])[CH2:40][C:18]([C:20]1[C:21]([NH:28][CH:29]2[CH2:30][CH2:31][CH2:32][CH2:33]2)=[N:22][C:23]([S:26][CH3:27])=[N:24][CH:25]=1)=[O:19])[CH3:35], predict the reactants needed to synthesize it. The reactants are: C([N-]C(C)C)(C)C.[Li+].N1([C:18]([C:20]2[C:21]([NH:28][CH:29]3[CH2:33][CH2:32][CH2:31][CH2:30]3)=[N:22][C:23]([S:26][CH3:27])=[N:24][CH:25]=2)=[O:19])C2C=CC=CC=2N=N1.Cl.[CH3:35][CH2:36][O:37][C:38]([CH3:40])=[O:39].